This data is from Reaction yield outcomes from USPTO patents with 853,638 reactions. The task is: Predict the reaction yield, written as a fraction of the theoretical maximum amount of product (1.0 means a 100% yield; for example, 0.34 means a 34% yield). The reactants are [CH2:1]([C:4]1[CH:12]=[CH:11][C:7]([C:8]([OH:10])=[O:9])=[CH:6][CH:5]=1)[CH2:2][CH3:3].[N+:13]([O-])([OH:15])=[O:14]. The catalyst is OS(O)(=O)=O. The product is [N+:13]([C:5]1[CH:6]=[C:7]([CH:11]=[CH:12][C:4]=1[CH2:1][CH2:2][CH3:3])[C:8]([OH:10])=[O:9])([O-:15])=[O:14]. The yield is 1.00.